This data is from Forward reaction prediction with 1.9M reactions from USPTO patents (1976-2016). The task is: Predict the product of the given reaction. (1) The product is: [OH:1][C@@H:2]([CH3:26])[C@@H:3]([N:16]1[CH:20]=[C:19]([C:21]([NH2:28])=[O:23])[N:18]=[CH:17]1)[CH2:4][S:5][C:6]1[CH:15]=[CH:14][C:13]2[C:8](=[CH:9][CH:10]=[CH:11][CH:12]=2)[CH:7]=1. Given the reactants [OH:1][C@@H:2]([CH3:26])[C@@H:3]([N:16]1[CH:20]=[C:19]([C:21]([O:23]CC)=O)[N:18]=[CH:17]1)[CH2:4][S:5][C:6]1[CH:15]=[CH:14][C:13]2[C:8](=[CH:9][CH:10]=[CH:11][CH:12]=2)[CH:7]=1.[OH-].[NH4+:28], predict the reaction product. (2) The product is: [Br:16][C:17]1[CH:22]=[CH:21][C:20]([C:6]2[C:7]3[C:12]4[C:3]([CH2:2][CH2:1][C:11]=4[CH:10]=[CH:9][CH:8]=3)=[CH:4][CH:5]=2)=[CH:19][CH:18]=1. Given the reactants [CH2:1]1[C:11]2=[C:12]3[C:7](=[CH:8][CH:9]=[CH:10]2)[C:6](B(O)O)=[CH:5][CH:4]=[C:3]3[CH2:2]1.[Br:16][C:17]1[CH:22]=[CH:21][C:20](I)=[CH:19][CH:18]=1.C(=O)([O-])[O-].[Na+].[Na+], predict the reaction product. (3) Given the reactants [CH2:1]([O:3][C:4]([CH:6]1[CH2:10][CH2:9][NH:8][CH2:7]1)=[O:5])[CH3:2].[C:11](O[C:11]([O:13][C:14]([CH3:17])([CH3:16])[CH3:15])=[O:12])([O:13][C:14]([CH3:17])([CH3:16])[CH3:15])=[O:12], predict the reaction product. The product is: [CH2:1]([O:3][C:4]([CH:6]1[CH2:10][CH2:9][N:8]([C:11]([O:13][C:14]([CH3:17])([CH3:16])[CH3:15])=[O:12])[CH2:7]1)=[O:5])[CH3:2]. (4) Given the reactants [Cl:1][C:2]1[C:7]([O:8][CH3:9])=[C:6]([O:10][CH3:11])[CH:5]=[CH:4][C:3]=1[C:12]([N:14]([CH2:20][C:21]1[N:25]([CH3:26])[C:24]([CH3:27])=[CH:23][N:22]=1)[CH2:15][CH2:16][CH:17]([CH3:19])[CH3:18])=[O:13].[CH3:28][O:29][C:30]1[CH:37]=[CH:36][CH:35]=[CH:34][C:31]=1CCl.[CH3:38]N(C)C=O.[OH-].[K+], predict the reaction product. The product is: [Cl:1][C:2]1[C:7]([O:8][CH3:9])=[C:6]([O:10][CH3:11])[CH:5]=[CH:4][C:3]=1[C:12]([N:14]([CH2:20][C:21]1[N:25]([CH2:26][C:31]2[CH:34]=[CH:35][CH:36]=[CH:37][C:30]=2[O:29][CH3:28])[C:24]([CH3:27])=[C:23]([CH3:38])[N:22]=1)[CH2:15][CH2:16][CH:17]([CH3:19])[CH3:18])=[O:13]. (5) Given the reactants [CH3:1][O:2][C:3]1[CH:17]=[CH:16][C:6]([CH2:7][S:8][C:9]2[CH:14]=[CH:13][N:12]=[C:11]([NH2:15])[CH:10]=2)=[CH:5][CH:4]=1.[Br:18]Br, predict the reaction product. The product is: [CH3:1][O:2][C:3]1[CH:4]=[CH:5][C:6]([CH2:7][S:8][C:9]2[C:14]([Br:18])=[CH:13][N:12]=[C:11]([NH2:15])[CH:10]=2)=[CH:16][CH:17]=1. (6) Given the reactants [NH:1]([C@@H:8]([CH2:24][O:25]C(C)(C)C)[C:9]([NH:11][C:12]1[CH:17]=[CH:16][C:15]([C:18]2[CH:23]=[CH:22][N:21]=[CH:20][CH:19]=2)=[CH:14][CH:13]=1)=[O:10])[C:2]1[CH:7]=[CH:6][CH:5]=[CH:4][CH:3]=1.C(OCC)(=O)C.[ClH:36], predict the reaction product. The product is: [ClH:36].[ClH:36].[NH:1]([C@@H:8]([CH2:24][OH:25])[C:9]([NH:11][C:12]1[CH:17]=[CH:16][C:15]([C:18]2[CH:19]=[CH:20][N:21]=[CH:22][CH:23]=2)=[CH:14][CH:13]=1)=[O:10])[C:2]1[CH:7]=[CH:6][CH:5]=[CH:4][CH:3]=1.